From a dataset of Full USPTO retrosynthesis dataset with 1.9M reactions from patents (1976-2016). Predict the reactants needed to synthesize the given product. (1) Given the product [CH3:28][O:30][C:31](=[O:32])[NH:19][C:18]1[CH:20]=[CH:21][C:15]([C:13]2[N:12]=[C:11]3[N:22]([CH2:25][CH3:26])[N:23]=[CH:24][C:10]3=[C:9]([N:3]3[CH2:2][CH:1]4[O:8][CH:5]([CH2:6][CH2:7]4)[CH2:4]3)[N:14]=2)=[CH:16][CH:17]=1, predict the reactants needed to synthesize it. The reactants are: [CH:1]12[O:8][CH:5]([CH2:6][CH2:7]1)[CH2:4][N:3]([C:9]1[N:14]=[C:13]([C:15]3[CH:21]=[CH:20][C:18]([NH2:19])=[CH:17][CH:16]=3)[N:12]=[C:11]3[N:22]([CH2:25][CH3:26])[N:23]=[CH:24][C:10]=13)[CH2:2]2.Cl[C:28](Cl)([O:30][C:31](=O)[O:32]C(Cl)(Cl)Cl)Cl.CO. (2) Given the product [C:1]([N:4]1[C:13]2[C:8](=[CH:9][C:10]([C:14]3[CH:22]=[CH:21][C:17]([C:18]([NH:64][CH2:65][CH2:66][NH:67][C:68]([O:69][C:70]([CH3:71])([CH3:73])[CH3:72])=[O:74])=[O:19])=[CH:16][CH:15]=3)=[CH:11][CH:12]=2)[C@H:7]([NH:23][C:24](=[O:25])[O:26][CH:27]([CH3:28])[CH3:29])[CH2:6][C@@H:5]1[CH3:30])(=[O:3])[CH3:2], predict the reactants needed to synthesize it. The reactants are: [C:1]([N:4]1[C:13]2[C:8](=[CH:9][C:10]([C:14]3[CH:22]=[CH:21][C:17]([C:18](O)=[O:19])=[CH:16][CH:15]=3)=[CH:11][CH:12]=2)[C@H:7]([NH:23][C:24]([O:26][CH:27]([CH3:29])[CH3:28])=[O:25])[CH2:6][C@@H:5]1[CH3:30])(=[O:3])[CH3:2].CN(C(ON1N=NC2C=CC=NC1=2)=[N+](C)C)C.F[P-](F)(F)(F)(F)F.CCN(C(C)C)C(C)C.[NH2:64][CH2:65][CH2:66][NH:67][C:68](=[O:74])[O:69][C:70]([CH3:73])([CH3:72])[CH3:71]. (3) Given the product [CH2:1]([O:8][CH2:9][CH2:10][C@H:11]([NH:31][C:32](=[O:38])[O:33][C:34]([CH3:37])([CH3:36])[CH3:35])[C:12]1[N:17]([C:18]2[CH:23]=[C:22]([F:24])[CH:21]=[C:20]([F:25])[CH:19]=2)[C:16](=[O:26])[C:15]2=[C:27]([C:39]#[N:40])[CH:28]=[CH:29][N:14]2[N:13]=1)[C:2]1[CH:7]=[CH:6][CH:5]=[CH:4][CH:3]=1, predict the reactants needed to synthesize it. The reactants are: [CH2:1]([O:8][CH2:9][CH2:10][C@H:11]([NH:31][C:32](=[O:38])[O:33][C:34]([CH3:37])([CH3:36])[CH3:35])[C:12]1[N:17]([C:18]2[CH:23]=[C:22]([F:24])[CH:21]=[C:20]([F:25])[CH:19]=2)[C:16](=[O:26])[C:15]2=[C:27](Br)[CH:28]=[CH:29][N:14]2[N:13]=1)[C:2]1[CH:7]=[CH:6][CH:5]=[CH:4][CH:3]=1.[C:39]([Zn]C#N)#[N:40].